Dataset: Catalyst prediction with 721,799 reactions and 888 catalyst types from USPTO. Task: Predict which catalyst facilitates the given reaction. (1) Reactant: C([O-])([O-])=O.[Na+].[Na+].Br[C:8]1[CH:13]=[CH:12][C:11]([F:14])=[CH:10][N:9]=1.[F:15][C:16]1[C:21]([F:22])=[C:20]([O:23][CH3:24])[CH:19]=[CH:18][C:17]=1B(O)O. Product: [F:15][C:16]1[C:21]([F:22])=[C:20]([O:23][CH3:24])[CH:19]=[CH:18][C:17]=1[C:8]1[CH:13]=[CH:12][C:11]([F:14])=[CH:10][N:9]=1. The catalyst class is: 108. (2) Reactant: [CH2:1]([N:5]1[C:10]([C:11]([C:13]2[CH:14]=[C:15]([CH:20]=[CH:21][C:22]#[N:23])[CH:16]=[C:17]([CH3:19])[CH:18]=2)=[O:12])=[C:9]([CH:24]([CH3:26])[CH3:25])[C:8](=[O:27])[NH:7][C:6]1=[O:28])[CH2:2][CH2:3][CH3:4]. Product: [CH2:1]([N:5]1[C:10]([C:11]([C:13]2[CH:14]=[C:15]([CH2:20][CH2:21][C:22]#[N:23])[CH:16]=[C:17]([CH3:19])[CH:18]=2)=[O:12])=[C:9]([CH:24]([CH3:25])[CH3:26])[C:8](=[O:27])[NH:7][C:6]1=[O:28])[CH2:2][CH2:3][CH3:4]. The catalyst class is: 63. (3) Reactant: [O:1]1[CH2:6][CH2:5][CH2:4][O:3][CH:2]1[C:7]1[CH:12]=[CH:11][C:10]([C:13]2[S:14][C:15]3[C:20]([N:21]=2)=[CH:19][CH:18]=[C:17]([Sn](C)(C)C)[N:16]=3)=[C:9]([F:26])[CH:8]=1.[CH:27]1([C:31](Cl)=[O:32])[CH2:30][CH2:29][CH2:28]1. Product: [O:1]1[CH2:6][CH2:5][CH2:4][O:3][CH:2]1[C:7]1[CH:12]=[CH:11][C:10]([C:13]2[S:14][C:15]3[C:20]([N:21]=2)=[CH:19][CH:18]=[C:17]([C:31]([CH:27]2[CH2:30][CH2:29][CH2:28]2)=[O:32])[N:16]=3)=[C:9]([F:26])[CH:8]=1. The catalyst class is: 11. (4) Reactant: [F:1][C:2]1[CH:3]=[C:4]([C:8]2[N:13]=[CH:12][C:11]([C:14](Cl)=[O:15])=[CH:10][N:9]=2)[CH:5]=[CH:6][CH:7]=1.[F:17][C:18]1[CH:19]=[C:20]2[C:24](=[CH:25][CH:26]=1)[N:23]([NH2:27])[CH:22]=[CH:21]2.C(=O)([O-])[O-].[K+].[K+]. Product: [F:17][C:18]1[CH:19]=[C:20]2[C:24](=[CH:25][CH:26]=1)[N:23]([NH:27][C:14]([C:11]1[CH:10]=[N:9][C:8]([C:4]3[CH:5]=[CH:6][CH:7]=[C:2]([F:1])[CH:3]=3)=[N:13][CH:12]=1)=[O:15])[CH:22]=[CH:21]2. The catalyst class is: 161.